Dataset: Full USPTO retrosynthesis dataset with 1.9M reactions from patents (1976-2016). Task: Predict the reactants needed to synthesize the given product. (1) The reactants are: Cl.[F:2][C@H:3]1[CH2:7][CH2:6][NH:5][CH2:4]1.C(=O)([O-])[O-].[Na+].[Na+].[Br:14][C:15]1[CH:16]=[C:17]([C@H:21]2[CH2:23][O:22]2)[CH:18]=[CH:19][CH:20]=1. Given the product [Br:14][C:15]1[CH:16]=[C:17]([C@H:21]([OH:22])[CH2:23][N:5]2[CH2:6][CH2:7][C@H:3]([F:2])[CH2:4]2)[CH:18]=[CH:19][CH:20]=1, predict the reactants needed to synthesize it. (2) Given the product [CH3:1][C:2]1[CH:7]=[C:6]([C:8]2[C:20]3[C:11](=[CH:12][C:13]4[NH:14][C:15](=[O:29])[N:16]([C@@H:21]([C:23]5[CH:28]=[CH:27][CH:26]=[CH:25][CH:24]=5)[CH3:22])[CH2:17][C:18]=4[N:19]=3)[NH:10][N:9]=2)[CH:5]=[CH:4][N:3]=1, predict the reactants needed to synthesize it. The reactants are: [CH3:1][C:2]1[CH:7]=[C:6]([C:8]2[C:20]3[C:11](=[CH:12][C:13]4[NH:14][C:15](=[O:29])[N:16]([CH:21]([C:23]5[CH:28]=[CH:27][CH:26]=[CH:25][CH:24]=5)[CH3:22])[CH2:17][C:18]=4[N:19]=3)[N:10](COCC[Si](C)(C)C)[N:9]=2)[CH:5]=[CH:4][N:3]=1.C(O)(C(F)(F)F)=O. (3) The reactants are: Cl[C:2](Cl)([O:4]C(=O)OC(Cl)(Cl)Cl)Cl.[F:13][C:14]([F:35])([F:34])[C:15]1[CH:16]=[C:17]([C:21]2[CH:22]=[CH:23][C:24]3[N:31]4[CH2:32][C@H:27]([CH2:28][CH2:29][CH2:30]4)[NH:26][C:25]=3[N:33]=2)[CH:18]=[CH:19][CH:20]=1.C(N(CC)C(C)C)(C)C.[NH2:45][C:46]1[CH:47]=[C:48]([C:52]2[N:53]=[N:54][N:55]([CH2:57][CH2:58][NH:59][C:60](=[O:66])[O:61][C:62]([CH3:65])([CH3:64])[CH3:63])[CH:56]=2)[CH:49]=[CH:50][CH:51]=1. Given the product [F:35][C:14]([F:34])([F:13])[C:15]1[CH:16]=[C:17]([C:21]2[CH:22]=[CH:23][C:24]3[N:31]4[CH2:32][C@H:27]([CH2:28][CH2:29][CH2:30]4)[N:26]([C:2]([NH:45][C:46]4[CH:47]=[C:48]([C:52]5[N:53]=[N:54][N:55]([CH2:57][CH2:58][NH:59][C:60](=[O:66])[O:61][C:62]([CH3:63])([CH3:65])[CH3:64])[CH:56]=5)[CH:49]=[CH:50][CH:51]=4)=[O:4])[C:25]=3[N:33]=2)[CH:18]=[CH:19][CH:20]=1, predict the reactants needed to synthesize it. (4) Given the product [CH2:1]([O:8][C:9]1[CH:17]=[C:16]([O:49][CH2:48][C:39]2[CH:38]=[CH:37][CH:36]=[CH:35][CH:40]=2)[C:15]([C:18]([CH3:20])=[CH2:19])=[CH:14][C:10]=1[C:11]([N:26]1[CH2:25][C:24]2[C:28](=[CH:29][CH:30]=[C:22]([Br:21])[CH:23]=2)[CH2:27]1)=[O:13])[C:2]1[CH:3]=[CH:4][CH:5]=[CH:6][CH:7]=1, predict the reactants needed to synthesize it. The reactants are: [CH2:1]([O:8][C:9]1[CH:17]=[CH:16][C:15]([C:18]([CH3:20])=[CH2:19])=[CH:14][C:10]=1[C:11]([OH:13])=O)[C:2]1[CH:7]=[CH:6][CH:5]=[CH:4][CH:3]=1.[Br:21][C:22]1[CH:23]=[C:24]2[C:28](=[CH:29][CH:30]=1)[CH2:27][NH:26][CH2:25]2.C(Cl)CCl.[CH:35]1[CH:36]=[CH:37][C:38]2N(O)N=N[C:39]=2[CH:40]=1.CN([CH:48]=[O:49])C. (5) Given the product [F:19][C:13]1[CH:14]=[C:15]([I:18])[CH:16]=[CH:17][C:12]=1[NH:11][C:10]1[N:9]2[CH:20]=[N:21][CH:22]=[C:8]2[CH:7]=[N:6][C:5]=1[C:3]([NH:24][CH3:23])=[O:4], predict the reactants needed to synthesize it. The reactants are: CO[C:3]([C:5]1[N:6]=[CH:7][C:8]2[N:9]([CH:20]=[N:21][CH:22]=2)[C:10]=1[NH:11][C:12]1[CH:17]=[CH:16][C:15]([I:18])=[CH:14][C:13]=1[F:19])=[O:4].[CH3:23][NH2:24].C1COCC1. (6) The reactants are: [F:1][C:2]1[CH:3]=[C:4]([CH:9]2[O:13]C(=O)[NH:11][CH:10]2[CH2:15][C:16]2[CH:21]=[CH:20][C:19]([C:22]([F:25])([F:24])[F:23])=[CH:18][CH:17]=2)[CH:5]=[CH:6][C:7]=1[F:8].[OH-].[Na+]. Given the product [NH2:11][CH:10]([CH2:15][C:16]1[CH:21]=[CH:20][C:19]([C:22]([F:25])([F:24])[F:23])=[CH:18][CH:17]=1)[CH:9]([C:4]1[CH:5]=[CH:6][C:7]([F:8])=[C:2]([F:1])[CH:3]=1)[OH:13], predict the reactants needed to synthesize it. (7) Given the product [CH:16]1([N:13]2[CH2:14][CH2:15][C:11]3([N:7]([CH2:6][C:5]4[CH:23]=[CH:24][C:2]([C:42]5[CH:41]=[CH:40][C:39]([C:37]([NH:36][CH2:34][CH3:35])=[O:38])=[N:44][CH:43]=5)=[CH:3][CH:4]=4)[CH2:8][CH2:9][CH2:10]3)[C:12]2=[O:22])[CH2:21][CH2:20][CH2:19][CH2:18][CH2:17]1, predict the reactants needed to synthesize it. The reactants are: Br[C:2]1[CH:24]=[CH:23][C:5]([CH2:6][N:7]2[C:11]3([CH2:15][CH2:14][N:13]([CH:16]4[CH2:21][CH2:20][CH2:19][CH2:18][CH2:17]4)[C:12]3=[O:22])[CH2:10][CH2:9][CH2:8]2)=[CH:4][CH:3]=1.O1CCOCC1.C(O)C.[CH2:34]([NH:36][C:37]([C:39]1[N:44]=[CH:43][C:42](B(O)O)=[CH:41][CH:40]=1)=[O:38])[CH3:35].C(Cl)Cl.C(=O)([O-])[O-].[K+].[K+].O.